Dataset: Forward reaction prediction with 1.9M reactions from USPTO patents (1976-2016). Task: Predict the product of the given reaction. Given the reactants Cl[C:2]1[CH:7]=[CH:6][N:5]=[C:4]2[NH:8][C:9]([C:11]3[CH:20]=[CH:19][C:14]([C:15]([O:17][CH3:18])=[O:16])=[CH:13][CH:12]=3)=[N:10][C:3]=12.Cl.C(OCC)C.[Na+].[I-:28], predict the reaction product. The product is: [I:28][C:2]1[CH:7]=[CH:6][N:5]=[C:4]2[NH:8][C:9]([C:11]3[CH:20]=[CH:19][C:14]([C:15]([O:17][CH3:18])=[O:16])=[CH:13][CH:12]=3)=[N:10][C:3]=12.